From a dataset of Peptide-MHC class II binding affinity with 134,281 pairs from IEDB. Regression. Given a peptide amino acid sequence and an MHC pseudo amino acid sequence, predict their binding affinity value. This is MHC class II binding data. (1) The peptide sequence is ALIFILLTAVAPSMT. The MHC is DRB1_0401 with pseudo-sequence DRB1_0401. The binding affinity (normalized) is 0.603. (2) The peptide sequence is VGLYGLLFYQKTGEK. The MHC is DRB1_0101 with pseudo-sequence DRB1_0101. The binding affinity (normalized) is 0.355.